From a dataset of Forward reaction prediction with 1.9M reactions from USPTO patents (1976-2016). Predict the product of the given reaction. (1) Given the reactants C(N(P(N(C(C)C)C(C)C)(Cl)([O-])[O-])C(C)C)(C)C.[C:19]([NH:22][C:23]1[CH:59]=[CH:58][N:26]([C@@H:27]2[O:57][C@H:31]([CH2:32][O:33][C:34]([C:51]3[CH:56]=[CH:55][CH:54]=[CH:53][CH:52]=3)([C:43]3[CH:48]=[CH:47][C:46]([O:49][CH3:50])=[CH:45][CH:44]=3)[C:35]3[CH:40]=[CH:39][C:38]([O:41][CH3:42])=[CH:37][CH:36]=3)[C@@H:29]([OH:30])[CH2:28]2)[C:25](=[O:60])[N:24]=1)(=[O:21])[CH3:20].C(N(C(C)C)C(C)C)C.C(O[C@@H]1[C@@H](OC(=O)C)[C@@H](OC(=O)C)[C@@H](COC(=O)C)O[C@H]1OCCOCCO)(=O)C.N1C=NN=N1.C(NC1C=CN([C@@H]2O[C@H](COC(C3C=CC=CC=3)(C3C=CC(OC)=CC=3)C3C=CC(OC)=CC=3)[C@@H]([O:116][P:117]([N:149]([CH:153]([CH3:155])[CH3:154])[CH:150]([CH3:152])[CH3:151])([O:119][CH2:120][CH2:121][O:122][CH2:123][CH2:124][O:125][C@@H:126]3[O:143][C@H:142]([CH2:144][O:145][C:146](=[O:148])[CH3:147])[C@@H:137]([O:138][C:139](=[O:141])[CH3:140])[C@H:132]([O:133][C:134](=[O:136])[CH3:135])[C@H:127]3[O:128][C:129](=[O:131])[CH3:130])=O)C2)C(=O)N=1)(=O)C, predict the reaction product. The product is: [C:19]([NH:22][C:23]1[CH:59]=[CH:58][N:26]([C@@H:27]2[O:57][C@H:31]([CH2:32][O:33][C:34]([C:51]3[CH:56]=[CH:55][CH:54]=[CH:53][CH:52]=3)([C:43]3[CH:48]=[CH:47][C:46]([O:49][CH3:50])=[CH:45][CH:44]=3)[C:35]3[CH:36]=[CH:37][C:38]([O:41][CH3:42])=[CH:39][CH:40]=3)[C@@H:29]([O:30][P:117]([N:149]([CH:153]([CH3:155])[CH3:154])[CH:150]([CH3:151])[CH3:152])([O:119][CH2:120][CH2:121][O:122][CH2:123][CH2:124][O:125][C@@H:126]3[O:143][C@H:142]([CH2:144][O:145][C:146](=[O:148])[CH3:147])[C@H:137]([O:138][C:139](=[O:141])[CH3:140])[C@H:132]([O:133][C:134](=[O:136])[CH3:135])[C@H:127]3[O:128][C:129](=[O:131])[CH3:130])=[O:116])[CH2:28]2)[C:25](=[O:60])[N:24]=1)(=[O:21])[CH3:20]. (2) The product is: [CH:16]1([NH:15][C:14]([C@@H:9]2[CH2:10][C@@H:11]([OH:13])[CH2:12][NH:8]2)=[O:19])[CH2:18][CH2:17]1. Given the reactants C(OC([N:8]1[CH2:12][C@H:11]([OH:13])[CH2:10][C@H:9]1[C:14](=[O:19])[NH:15][CH:16]1[CH2:18][CH2:17]1)=O)(C)(C)C.C(O)(C(F)(F)F)=O, predict the reaction product.